This data is from Full USPTO retrosynthesis dataset with 1.9M reactions from patents (1976-2016). The task is: Predict the reactants needed to synthesize the given product. (1) The reactants are: Cl[CH:2]([C:7]1[CH:11]=[C:10]([C:12]2[CH:17]=[CH:16][CH:15]=[CH:14][CH:13]=2)[O:9][C:8]=1[CH3:18])[CH2:3][CH:4]([CH3:6])[CH3:5].[NH2:19][C:20]1[CH:29]=[CH:28][C:23]([C:24]([O:26]C)=[O:25])=[CH:22][C:21]=1[CH3:30].C(=O)([O-])[O-].[Na+].[Na+].[I-].[Na+]. Given the product [CH3:30][C:21]1[CH:22]=[C:23]([CH:28]=[CH:29][C:20]=1[NH:19][CH:2]([C:7]1[CH:11]=[C:10]([C:12]2[CH:17]=[CH:16][CH:15]=[CH:14][CH:13]=2)[O:9][C:8]=1[CH3:18])[CH2:3][CH:4]([CH3:6])[CH3:5])[C:24]([OH:26])=[O:25], predict the reactants needed to synthesize it. (2) Given the product [Br:1][C:2]1[CH:11]=[CH:10][C:9]2[C:8]3[CH:7]([CH:13]([C:14]4[CH:19]=[CH:18][C:17]([O:20][C:21]([F:24])([F:23])[F:22])=[CH:16][CH:15]=4)[N:26]([CH3:25])[N:27]=3)[CH2:6][CH2:5][C:4]=2[CH:3]=1, predict the reactants needed to synthesize it. The reactants are: [Br:1][C:2]1[CH:3]=[C:4]2[C:9](=[CH:10][CH:11]=1)[C:8](=O)/[C:7](=[CH:13]/[C:14]1[CH:19]=[CH:18][C:17]([O:20][C:21]([F:24])([F:23])[F:22])=[CH:16][CH:15]=1)/[CH2:6][CH2:5]2.[CH3:25][NH:26][NH2:27]. (3) Given the product [NH2:7][C:8]1[C:17]2[C:12](=[CH:13][CH:14]=[CH:15][CH:16]=2)[C:11]([O:18][C:19]2[CH:24]=[CH:23][N:22]=[C:21]([NH:25][C:26]3[CH:27]=[C:28]([CH:29]=[C:30]([C:32]#[C:33][Si:34]([CH:41]([CH3:43])[CH3:42])([CH:38]([CH3:40])[CH3:39])[CH:35]([CH3:37])[CH3:36])[CH:31]=3)[C:44]([NH:45][CH2:46][CH2:47][N:48]3[CH2:49][CH2:50][O:51][CH2:52][CH2:53]3)=[O:54])[CH:20]=2)=[CH:10][CH:9]=1, predict the reactants needed to synthesize it. The reactants are: C(OC(=O)[NH:7][C:8]1[C:17]2[C:12](=[CH:13][CH:14]=[CH:15][CH:16]=2)[C:11]([O:18][C:19]2[CH:24]=[CH:23][N:22]=[C:21]([NH:25][C:26]3[CH:31]=[C:30]([C:32]#[C:33][Si:34]([CH:41]([CH3:43])[CH3:42])([CH:38]([CH3:40])[CH3:39])[CH:35]([CH3:37])[CH3:36])[CH:29]=[C:28]([C:44](=[O:54])[NH:45][CH2:46][CH2:47][N:48]4[CH2:53][CH2:52][O:51][CH2:50][CH2:49]4)[CH:27]=3)[CH:20]=2)=[CH:10][CH:9]=1)(C)(C)C.C(O)(C(F)(F)F)=O. (4) Given the product [CH3:9][S:8][C:4]1[N:3]=[C:2]([C:11]#[N:12])[CH:7]=[CH:6][N:5]=1, predict the reactants needed to synthesize it. The reactants are: I[C:2]1[CH:7]=[CH:6][N:5]=[C:4]([S:8][CH3:9])[N:3]=1.[Cu](C#N)[C:11]#[N:12]. (5) Given the product [Cl:24][C:19]1[CH:18]=[C:17]([CH:22]=[CH:21][C:20]=1[F:23])[CH2:16][N:12]1[CH2:13][CH2:14][C:15]2[C:10](=[C:9]([OH:26])[C:8](=[O:27])[NH:7][C:6]=2[C:4]([OH:5])=[O:3])[C:11]1=[O:25], predict the reactants needed to synthesize it. The reactants are: C([O:3][C:4]([C:6]1[NH:7][C:8](=[O:27])[C:9]([OH:26])=[C:10]2[C:15]=1[CH2:14][CH2:13][N:12]([CH2:16][C:17]1[CH:22]=[CH:21][C:20]([F:23])=[C:19]([Cl:24])[CH:18]=1)[C:11]2=[O:25])=[O:5])C.CCO.[OH-].[Na+].Cl. (6) Given the product [CH:2]1[C:15]2[C:8]3[CH:9]=[CH:10][CH:11]=[CH:12][C:7]=3[O:17][C:16]=2[CH:5]=[CH:4][CH:3]=1, predict the reactants needed to synthesize it. The reactants are: [Li][CH2:2][CH2:3][CH2:4][CH3:5].Br[C:7]1[CH:12]=[CH:11][CH:10]=[CH:9][C:8]=1Br.C1C[O:17][CH2:16][CH2:15]1.